Task: Regression. Given two drug SMILES strings and cell line genomic features, predict the synergy score measuring deviation from expected non-interaction effect.. Dataset: Merck oncology drug combination screen with 23,052 pairs across 39 cell lines (1) Cell line: UACC62. Drug 1: C#Cc1cccc(Nc2ncnc3cc(OCCOC)c(OCCOC)cc23)c1. Drug 2: CC(C)CC(NC(=O)C(Cc1ccccc1)NC(=O)c1cnccn1)B(O)O. Synergy scores: synergy=-20.7. (2) Drug 1: O=C(CCCCCCC(=O)Nc1ccccc1)NO. Drug 2: CC1(c2nc3c(C(N)=O)cccc3[nH]2)CCCN1. Cell line: MSTO. Synergy scores: synergy=55.2. (3) Drug 1: Cn1c(=O)n(-c2ccc(C(C)(C)C#N)cc2)c2c3cc(-c4cnc5ccccc5c4)ccc3ncc21. Drug 2: CNC(=O)c1cc(Oc2ccc(NC(=O)Nc3ccc(Cl)c(C(F)(F)F)c3)cc2)ccn1. Cell line: T47D. Synergy scores: synergy=37.0.